Dataset: HIV replication inhibition screening data with 41,000+ compounds from the AIDS Antiviral Screen. Task: Binary Classification. Given a drug SMILES string, predict its activity (active/inactive) in a high-throughput screening assay against a specified biological target. (1) The compound is Cc1ccc(C=C2CN(C)CC3C2=NC(=S)NC3c2ccc(C)cc2)cc1. The result is 0 (inactive). (2) The drug is CC(=O)N1C(OC(C)C)CC(C)N1c1ccccc1. The result is 0 (inactive). (3) The drug is Cc1c(C=NNC(=S)Nc2ccccc2)c(=O)n(-c2ccccc2)n1C. The result is 0 (inactive). (4) The compound is Cc1oc(N)c(S(=O)(=O)c2ccc(Cl)cc2)c1C. The result is 0 (inactive). (5) The result is 0 (inactive). The molecule is [N-]=[N+]=[N-].[N-]=[N+]=[NH+][Co-4](N)(N)(N)(N)[NH+]=[N+]=[N-]. (6) The drug is COc1cc(C(c2ccc3c(c2)OCO3)C2SCCCS2)cc(OC)c1OC. The result is 0 (inactive).